Dataset: Forward reaction prediction with 1.9M reactions from USPTO patents (1976-2016). Task: Predict the product of the given reaction. (1) Given the reactants [C:1]1([CH2:7][CH2:8][CH2:9][CH2:10][CH2:11][CH2:12][C:13]([C:15]2[O:16][CH:17]=[C:18]([C:20]([OH:22])=O)[N:19]=2)=[O:14])[CH:6]=[CH:5][CH:4]=[CH:3][CH:2]=1.Cl.[CH3:24][NH2:25], predict the reaction product. The product is: [CH3:24][NH:25][C:20]([C:18]1[N:19]=[C:15]([C:13](=[O:14])[CH2:12][CH2:11][CH2:10][CH2:9][CH2:8][CH2:7][C:1]2[CH:6]=[CH:5][CH:4]=[CH:3][CH:2]=2)[O:16][CH:17]=1)=[O:22]. (2) The product is: [CH3:34][N:35]([CH3:39])[CH2:36][CH2:37][NH:38][C:24]([C:19]1[NH:20][C:21]2[C:17]([C:18]=1[C:27]1[CH:28]=[CH:29][C:30]([Cl:33])=[CH:31][CH:32]=1)=[CH:16][C:15]([NH:14][S:11]([C:8]1[CH:7]=[CH:6][C:5]([C:1]([CH3:2])([CH3:3])[CH3:4])=[CH:10][CH:9]=1)(=[O:13])=[O:12])=[CH:23][CH:22]=2)=[O:25]. Given the reactants [C:1]([C:5]1[CH:10]=[CH:9][C:8]([S:11]([NH:14][C:15]2[CH:16]=[C:17]3[C:21](=[CH:22][CH:23]=2)[NH:20][C:19]([C:24](O)=[O:25])=[C:18]3[C:27]2[CH:32]=[CH:31][C:30]([Cl:33])=[CH:29][CH:28]=2)(=[O:13])=[O:12])=[CH:7][CH:6]=1)([CH3:4])([CH3:3])[CH3:2].[CH3:34][N:35]([CH3:39])[CH2:36][CH2:37][NH2:38], predict the reaction product. (3) The product is: [N:1]1[CH:9]=[C:8]2[C:4]([N:5]([CH2:10][C:11]3[CH:30]=[CH:29][C:14]4[N:15]=[C:16]([NH:18][C@@H:22]5[CH2:23][CH2:24][CH2:25][CH2:26][C@H:21]5[OH:20])[S:17][C:13]=4[CH:12]=3)[CH:6]=[N:7]2)=[N:3][CH:2]=1. Given the reactants [N:1]1[CH:9]=[C:8]2[C:4]([N:5]([CH2:10][C:11]3[CH:30]=[CH:29][C:14]4[N:15]=[C:16]([N:18]5[C@@H:22]6[CH2:23][CH2:24][CH2:25][CH2:26][C@H:21]6[O:20]C5(C)C)[S:17][C:13]=4[CH:12]=3)[CH:6]=[N:7]2)=[N:3][CH:2]=1.C(Cl)Cl, predict the reaction product. (4) Given the reactants [CH3:1][O:2][C:3](=[O:31])[C:4]([C:16]1[CH:21]=[CH:20][C:19]([O:22][C:23]2[CH:28]=[CH:27][C:26]([CH:29]=[O:30])=[CH:25][CH:24]=2)=[CH:18][CH:17]=1)=[CH:5][C:6]1[CH:11]=[C:10]([O:12][CH3:13])[CH:9]=[C:8]([O:14][CH3:15])[CH:7]=1.COC1C=C(C=C(C2C=CC(OC3C=CC(C=O)=CC=3)=CC=2)C(O)=O)C=C(OC)C=1.C([O-])([O-])=O.[K+].[K+].S(OC)(OC)(=O)=O.[BH4-].[Na+], predict the reaction product. The product is: [CH3:1][O:2][C:3](=[O:31])[C:4]([C:16]1[CH:21]=[CH:20][C:19]([O:22][C:23]2[CH:24]=[CH:25][C:26]([CH2:29][OH:30])=[CH:27][CH:28]=2)=[CH:18][CH:17]=1)=[CH:5][C:6]1[CH:11]=[C:10]([O:12][CH3:13])[CH:9]=[C:8]([O:14][CH3:15])[CH:7]=1. (5) Given the reactants Br[C:2]1[CH:3]=[C:4]([C:8]2[N:9]=[N:10][N:11]([CH2:13][C:14]3[CH:19]=[CH:18][C:17]([S:20]([OH:23])(=[O:22])=[O:21])=[CH:16][CH:15]=3)[N:12]=2)[CH:5]=[CH:6][CH:7]=1.[Na].C(N(C(C)C)CC)(C)C.[F:34][C:35]1[CH:40]=[CH:39][C:38]([CH2:41][C:42]#[CH:43])=[CH:37][CH:36]=1, predict the reaction product. The product is: [F:34][C:35]1[CH:40]=[CH:39][C:38]([CH2:41][C:42]#[C:43][C:2]2[CH:3]=[C:4]([C:8]3[N:9]=[N:10][N:11]([CH2:13][C:14]4[CH:19]=[CH:18][C:17]([S:20]([OH:23])(=[O:22])=[O:21])=[CH:16][CH:15]=4)[N:12]=3)[CH:5]=[CH:6][CH:7]=2)=[CH:37][CH:36]=1. (6) Given the reactants [F:1][C:2]1[CH:3]=[C:4]([CH:17]=[CH:18][C:19]=1[S:20]([CH3:24])=[N:21][C:22]#[N:23])[CH2:5][N:6]1[C:14](=[O:15])[C:13]2[C:8](=[CH:9][CH:10]=[CH:11][CH:12]=2)[C:7]1=[O:16].C(O)(=[O:27])C.[Mn]([O-])(=O)(=O)=O.[K+].[O-]S([O-])(=S)=O.[Na+].[Na+], predict the reaction product. The product is: [F:1][C:2]1[CH:3]=[C:4]([CH:17]=[CH:18][C:19]=1[S:20]([CH3:24])(=[N:21][C:22]#[N:23])=[O:27])[CH2:5][N:6]1[C:7](=[O:16])[C:8]2[C:13](=[CH:12][CH:11]=[CH:10][CH:9]=2)[C:14]1=[O:15]. (7) Given the reactants [C:1]1([CH3:14])[CH:6]=[CH:5][C:4]([C:7]2([OH:13])[CH2:12][CH2:11][NH:10][CH2:9][CH2:8]2)=[CH:3][CH:2]=1.ClCCNC(N[C:22]1[C:31]2[C:26](=[CH:27][CH:28]=[CH:29][CH:30]=2)N=C(C)C=1)=O.C([O-])(O)=O.[Na+].N[C@H](C(O)=O)CC1C=C2C(C=CC=C2)=CC=1, predict the reaction product. The product is: [CH2:22]([N:10]1[CH2:9][CH2:8][C:7]([C:4]2[CH:3]=[CH:2][C:1]([CH3:14])=[CH:6][CH:5]=2)([OH:13])[CH2:12][CH2:11]1)[C:31]1[CH:26]=[CH:27][CH:28]=[CH:29][CH:30]=1.